From a dataset of Reaction yield outcomes from USPTO patents with 853,638 reactions. Predict the reaction yield, written as a fraction of the theoretical maximum amount of product (1.0 means a 100% yield; for example, 0.34 means a 34% yield). (1) The reactants are [N:1]1([CH2:7][C:8]2[CH:9]=[C:10]([NH2:15])[C:11]([NH2:14])=[CH:12][CH:13]=2)[CH2:6][CH2:5][O:4][CH2:3][CH2:2]1.C(Cl)CCl.C1C=CC2N(O)N=NC=2C=1.[F:30][C:31]1[CH:56]=[CH:55][CH:54]=[C:53]([F:57])[C:32]=1[C:33]([N:35](CC1C=CC(OC)=CC=1)[C:36]1[S:40][CH:39]=[N:38][C:37]=1[C:41](O)=O)=[O:34].C1(OC)C=CC=CC=1. The catalyst is CN(C=O)C.FC(F)(F)C(O)=O. The product is [F:30][C:31]1[CH:56]=[CH:55][CH:54]=[C:53]([F:57])[C:32]=1[C:33]([NH:35][C:36]1[S:40][CH:39]=[N:38][C:37]=1[C:41]1[NH:15][C:10]2[CH:9]=[C:8]([CH2:7][N:1]3[CH2:6][CH2:5][O:4][CH2:3][CH2:2]3)[CH:13]=[CH:12][C:11]=2[N:14]=1)=[O:34]. The yield is 0.420. (2) The reactants are C[O:2][C:3]([C:5]1[CH:14]=[C:13]([O:15][CH:16]([C:18](=[O:28])[NH:19][C:20]2[CH:25]=[CH:24][CH:23]=[CH:22][C:21]=2[CH2:26][OH:27])[CH3:17])[C:12]2[C:7](=[CH:8][C:9]([Cl:30])=[CH:10][C:11]=2[Cl:29])[CH:6]=1)=[O:4].[Li+].[OH-]. No catalyst specified. The product is [Cl:29][C:11]1[CH:10]=[C:9]([Cl:30])[CH:8]=[C:7]2[C:12]=1[C:13]([O:15][CH:16]([C:18](=[O:28])[NH:19][C:20]1[CH:25]=[CH:24][CH:23]=[CH:22][C:21]=1[CH2:26][OH:27])[CH3:17])=[CH:14][C:5]([C:3]([OH:4])=[O:2])=[CH:6]2. The yield is 0.670. (3) The reactants are [CH:1]1([CH2:6][CH2:7][OH:8])[CH2:5][CH2:4][CH2:3][CH2:2]1.[H-].[Na+].F[C:12]1[CH:17]=[CH:16][C:15]([S:18]([CH3:21])(=[O:20])=[O:19])=[CH:14][C:13]=1[C:22]1[C:30]2[C:25](=[C:26]([O:31]C)[N:27]=[CH:28][CH:29]=2)[N:24]([CH3:33])[CH:23]=1. The catalyst is O1CCCC1. The product is [CH:1]1([CH2:6][CH2:7][O:8][C:12]2[CH:17]=[CH:16][C:15]([S:18]([CH3:21])(=[O:20])=[O:19])=[CH:14][C:13]=2[C:22]2[C:30]3[CH:29]=[CH:28][NH:27][C:26](=[O:31])[C:25]=3[N:24]([CH3:33])[CH:23]=2)[CH2:5][CH2:4][CH2:3][CH2:2]1. The yield is 0.345. (4) The reactants are [NH:1]1[CH2:5][CH2:4][C@@H:3]([OH:6])[CH2:2]1.Br[CH2:8][CH2:9][CH2:10][C:11]1[S:12][CH:13]=[CH:14][CH:15]=1. No catalyst specified. The product is [S:12]1[CH:13]=[CH:14][CH:15]=[C:11]1[CH2:10][CH2:9][CH2:8][N:1]1[CH2:5][CH2:4][C@@H:3]([OH:6])[CH2:2]1. The yield is 0.850. (5) The product is [CH:1]([C:3]1[CH:11]=[CH:10][C:6]([C:7]([O:9][CH3:17])=[O:8])=[CH:5][C:4]=1[OH:12])=[O:2]. The reactants are [CH:1]([C:3]1[CH:11]=[CH:10][C:6]([C:7]([OH:9])=[O:8])=[CH:5][C:4]=1[OH:12])=[O:2].S(Cl)(Cl)=O.[CH3:17]O. No catalyst specified. The yield is 0.850. (6) The reactants are CC1C(=[O:8])[C@@H](O)CC(C)(C)C=1/C=C/C(/C)=C/C=C/C(/C)=C/C=C/C=C(\C)/C=C/C=C(\C)/C=C/C1C(C)(C)C[C@H](O)C(=O)C=1C.CCN(C(C)C)C(C)C.Cl[C:55]([O:57]C(Cl)C(Cl)(Cl)Cl)=[O:56].[CH2:64]([OH:75])[C@H:65]([C@H:67]([C@@H:69]([C@@H:71]([CH2:73][OH:74])[OH:72])[OH:70])[OH:68])[OH:66]. The catalyst is C(Cl)Cl.CN(C1C=CN=CC=1)C.CN(C=O)C. The product is [C:55](=[O:56])([OH:8])[OH:57].[CH2:73]([OH:74])[C@H:71]([C@H:69]([C@@H:67]([C@@H:65]([CH2:64][OH:75])[OH:66])[OH:68])[OH:70])[OH:72]. The yield is 0.102. (7) The reactants are [Cl:1][C:2]1[CH:7]=[C:6]([F:8])[CH:5]=[CH:4][C:3]=1[CH:9]1[C:14]([C:15]([O:17][CH2:18][CH3:19])=[O:16])=[C:13]([CH3:20])[NH:12][C:11]([C:21]2[CH:22]=[N:23][CH:24]=[CH:25][CH:26]=2)=[N:10]1.C1C(=O)N([Br:34])C(=O)C1. No catalyst specified. The product is [Br:34][CH2:20][C:13]1[NH:12][C:11]([C:21]2[CH:22]=[N:23][CH:24]=[CH:25][CH:26]=2)=[N:10][CH:9]([C:3]2[CH:4]=[CH:5][C:6]([F:8])=[CH:7][C:2]=2[Cl:1])[C:14]=1[C:15]([O:17][CH2:18][CH3:19])=[O:16]. The yield is 0.700.